From a dataset of Blood-brain barrier permeability classification from the B3DB database. Regression/Classification. Given a drug SMILES string, predict its absorption, distribution, metabolism, or excretion properties. Task type varies by dataset: regression for continuous measurements (e.g., permeability, clearance, half-life) or binary classification for categorical outcomes (e.g., BBB penetration, CYP inhibition). Dataset: b3db_classification. (1) The molecule is NCCS. The result is 0 (does not penetrate BBB). (2) The molecule is CCC(C)[C@H]1O[C@]2(CC[C@@H]1C)CC1C[C@@H](C/C=C(\C)[C@@H](O[C@H]3C[C@H](OC)[C@@H](OC4C[C@H](OC)[C@@H](O)[C@H](C)O4)[C@H](C)O3)[C@@H](C)/C=C/C=C3\CO[C@@H]4[C@H](O)C(C)=C[C@@H](C(=O)O1)[C@]34O)O2.CO[C@H]1CC(O[C@H]2[C@H](C)O[C@@H](O[C@@H]3/C(C)=C/C[C@@H]4CC(C[C@]5(CC[C@H](C)[C@@H](C(C)C)O5)O4)OC(=O)[C@@H]4C=C(C)[C@@H](O)[C@H]5OC/C(=C\C=C\[C@@H]3C)[C@@]45O)C[C@@H]2OC)O[C@@H](C)[C@@H]1O. The result is 0 (does not penetrate BBB). (3) The compound is CCC(C)CO. The result is 1 (penetrates BBB). (4) The molecule is CC(C)(c1ccc(O)cc1)c1ccc(O)cc1. The result is 1 (penetrates BBB). (5) The drug is NC(=O)c1cn(Cc2c(F)cccc2F)nn1. The result is 1 (penetrates BBB).